The task is: Predict the product of the given reaction.. This data is from Forward reaction prediction with 1.9M reactions from USPTO patents (1976-2016). (1) Given the reactants [NH2:1][C:2]1[C:7]([CH:8]=[O:9])=[C:6]([N:10]2[CH2:15][CH2:14][CH:13]([C:16]3[N:17]([CH3:32])[CH:18]=[C:19]([C:21]4[CH:26]=[CH:25][C:24]([F:27])=[C:23]([C:28]([F:31])([F:30])[F:29])[CH:22]=4)[N:20]=3)[CH2:12][CH2:11]2)[N:5]=[CH:4][N:3]=1.[BH4-].[Na+], predict the reaction product. The product is: [NH2:1][C:2]1[C:7]([CH2:8][OH:9])=[C:6]([N:10]2[CH2:15][CH2:14][CH:13]([C:16]3[N:17]([CH3:32])[CH:18]=[C:19]([C:21]4[CH:26]=[CH:25][C:24]([F:27])=[C:23]([C:28]([F:31])([F:30])[F:29])[CH:22]=4)[N:20]=3)[CH2:12][CH2:11]2)[N:5]=[CH:4][N:3]=1. (2) Given the reactants [CH2:1]([O:3][C:4]([C:6]1[N:7]=[C:8]([N:11]2[CH2:15][CH2:14][C@@H:13]([OH:16])[CH2:12]2)[S:9][CH:10]=1)=[O:5])[CH3:2].[Si:17](Cl)([C:30]([CH3:33])([CH3:32])[CH3:31])([C:24]1[CH:29]=[CH:28][CH:27]=[CH:26][CH:25]=1)[C:18]1[CH:23]=[CH:22][CH:21]=[CH:20][CH:19]=1.N1C=CN=C1.C(O)C, predict the reaction product. The product is: [Si:17]([O:16][C@@H:13]1[CH2:14][CH2:15][N:11]([C:8]2[S:9][CH:10]=[C:6]([C:4]([O:3][CH2:1][CH3:2])=[O:5])[N:7]=2)[CH2:12]1)([C:30]([CH3:33])([CH3:32])[CH3:31])([C:24]1[CH:25]=[CH:26][CH:27]=[CH:28][CH:29]=1)[C:18]1[CH:23]=[CH:22][CH:21]=[CH:20][CH:19]=1. (3) The product is: [Cl:29][C:30]1[N:34]([CH3:35])[N:33]=[C:32]([C:36]2[CH:41]=[CH:40][CH:39]=[CH:38][N:37]=2)[C:31]=1[C:42]([C:44]1[CH:49]=[CH:48][C:47]([Cl:50])=[CH:46][C:45]=1[CH3:51])=[CH:2][O:3][CH3:4]. Given the reactants [Cl-].[CH3:2][O:3][CH2:4][P+](C1C=CC=CC=1)(C1C=CC=CC=1)C1C=CC=CC=1.C([Li])CCC.[Cl:29][C:30]1[N:34]([CH3:35])[N:33]=[C:32]([C:36]2[CH:41]=[CH:40][CH:39]=[CH:38][N:37]=2)[C:31]=1[C:42]([C:44]1[CH:49]=[CH:48][C:47]([Cl:50])=[CH:46][C:45]=1[CH3:51])=O.[NH4+].[Cl-], predict the reaction product. (4) Given the reactants [CH3:1][C:2]1[CH:7]=[C:6]([N+:8]([O-:10])=[O:9])[CH:5]=[CH:4][C:3]=1[N:11]=[C:12]1[NH:16][C@@H:15]([CH:17]([CH3:19])[CH3:18])[CH2:14][S:13]1.[CH:20]1(Br)[CH2:24][CH2:23][CH2:22][CH2:21]1, predict the reaction product. The product is: [CH3:1][C:2]1[CH:7]=[C:6]([N+:8]([O-:10])=[O:9])[CH:5]=[CH:4][C:3]=1[N:11]=[C:12]1[N:16]([CH:20]2[CH2:24][CH2:23][CH2:22][CH2:21]2)[C@@H:15]([CH:17]([CH3:19])[CH3:18])[CH2:14][S:13]1. (5) Given the reactants [CH2:1]([N:8]1[C:16]2[C:11](=[CH:12][CH:13]=[CH:14][CH:15]=2)[C:10]([C:17]2[O:18][C:19]([C:22]([OH:24])=O)=[CH:20][CH:21]=2)=[N:9]1)[C:2]1[CH:7]=[CH:6][CH:5]=[CH:4][CH:3]=1.O=S(Cl)Cl.[NH2:29][OH:30].Cl.C([O-])([O-])=O.[K+].[K+], predict the reaction product. The product is: [CH2:1]([N:8]1[C:16]2[C:11](=[CH:12][CH:13]=[CH:14][CH:15]=2)[C:10]([C:17]2[O:18][C:19]([C:22]([NH:29][OH:30])=[O:24])=[CH:20][CH:21]=2)=[N:9]1)[C:2]1[CH:7]=[CH:6][CH:5]=[CH:4][CH:3]=1.